Dataset: KCNQ2 potassium channel screen with 302,405 compounds. Task: Binary Classification. Given a drug SMILES string, predict its activity (active/inactive) in a high-throughput screening assay against a specified biological target. (1) The compound is S1CCC(NC(=O)c2ccc(Oc3ccc(cc3)C)nc2)C1=O. The result is 0 (inactive). (2) The result is 0 (inactive). The compound is Clc1c(S(=O)(=O)N2CCCCC2)cc(NC(=O)CN2C(=O)C(NC2=O)(CC)c2ccccc2)cc1. (3) The drug is FC(F)(F)c1cc(c2c(N3CCCC3)nc3c(c2)cccc3)ccc1. The result is 0 (inactive). (4) The molecule is s1c(C(=O)NC2CCN(CC2)C(OCC)=O)cc2c1n(nc2c1cc(OC)ccc1)C. The result is 0 (inactive).